This data is from Forward reaction prediction with 1.9M reactions from USPTO patents (1976-2016). The task is: Predict the product of the given reaction. Given the reactants [H][H].[C:3]([O:6][CH2:7][CH2:8][CH2:9][CH2:10][O:11][C:12]1[C:17]([Cl:18])=[CH:16][C:15]([O:19]CC2C=CC=CC=2)=[CH:14][C:13]=1[Cl:27])(=[O:5])[CH3:4], predict the reaction product. The product is: [C:3]([O:6][CH2:7][CH2:8][CH2:9][CH2:10][O:11][C:12]1[C:13]([Cl:27])=[CH:14][C:15]([OH:19])=[CH:16][C:17]=1[Cl:18])(=[O:5])[CH3:4].